Dataset: Catalyst prediction with 721,799 reactions and 888 catalyst types from USPTO. Task: Predict which catalyst facilitates the given reaction. (1) Product: [C:1]([O:5][C@@H:6]([C:12]1[C:38]([CH3:39])=[CH:37][C:15]2[N:16]=[C:17]([C:19]3[CH:24]=[CH:23][N:22]=[C:21]([C:25]4[CH:36]=[CH:35][C:28]5[N:29]([CH3:34])[C:30](=[O:33])[N:31]([CH3:32])[C:27]=5[CH:26]=4)[CH:20]=3)[S:18][C:14]=2[C:13]=1[C:40]1[CH:41]=[CH:42][C:43]([Cl:46])=[CH:44][CH:45]=1)[C:7]([OH:9])=[O:8])([CH3:4])([CH3:2])[CH3:3]. Reactant: [C:1]([O:5][C@@H:6]([C:12]1[C:38]([CH3:39])=[CH:37][C:15]2[N:16]=[C:17]([C:19]3[CH:24]=[CH:23][N:22]=[C:21]([C:25]4[CH:36]=[CH:35][C:28]5[N:29]([CH3:34])[C:30](=[O:33])[N:31]([CH3:32])[C:27]=5[CH:26]=4)[CH:20]=3)[S:18][C:14]=2[C:13]=1[C:40]1[CH:45]=[CH:44][C:43]([Cl:46])=[CH:42][CH:41]=1)[C:7]([O:9]CC)=[O:8])([CH3:4])([CH3:3])[CH3:2].[OH-].[Na+]. The catalyst class is: 36. (2) Reactant: [C:1]([O:5][C:6](=[O:29])[NH:7][C@@H:8]([CH2:11][NH:12][C:13]1[C:18]([F:19])=[CH:17][N:16]=[C:15]([C:20]2[CH:25]=[C:24]([OH:26])[CH:23]=[CH:22][C:21]=2[O:27][CH3:28])[N:14]=1)[CH2:9][CH3:10])([CH3:4])([CH3:3])[CH3:2].C(N(CC)CC)C.[F:37][C:38]([F:51])([F:50])[S:39](O[S:39]([C:38]([F:51])([F:50])[F:37])(=[O:41])=[O:40])(=[O:41])=[O:40].O. Product: [C:1]([O:5][C:6]([NH:7][C@H:8]([CH2:9][CH3:10])[CH2:11][NH:12][C:13]1[C:18]([F:19])=[CH:17][N:16]=[C:15]([C:20]2[CH:25]=[C:24]([O:26][S:39]([C:38]([F:51])([F:50])[F:37])(=[O:41])=[O:40])[CH:23]=[CH:22][C:21]=2[O:27][CH3:28])[N:14]=1)=[O:29])([CH3:4])([CH3:2])[CH3:3]. The catalyst class is: 2. (3) Reactant: [S:1]1[C:5]2[CH:6]=[CH:7][CH:8]=[CH:9][C:4]=2[N:3]=[C:2]1[C:10]1[C:14]([C:15]([NH:17][C:18]([CH3:22])([CH3:21])[CH2:19][OH:20])=[O:16])=[CH:13][N:12](COCC[Si](C)(C)C)[N:11]=1.FC(F)(F)C(O)=O. Product: [S:1]1[C:5]2[CH:6]=[CH:7][CH:8]=[CH:9][C:4]=2[N:3]=[C:2]1[C:10]1[C:14]([C:15]([NH:17][C:18]([CH3:22])([CH3:21])[CH2:19][OH:20])=[O:16])=[CH:13][NH:12][N:11]=1. The catalyst class is: 4. (4) Reactant: [N+:1]([C:4]1[CH:5]=[CH:6][CH:7]=[C:8]2[C:12]=1[NH:11][C:10]([C:13](=[S:15])[NH2:14])=[CH:9]2)([O-:3])=[O:2].Br[CH2:17][CH:18](OCC)OCC.C(O)C.CN(C)C(=O)C. Product: [N+:1]([C:4]1[CH:5]=[CH:6][CH:7]=[C:8]2[C:12]=1[NH:11][C:10]([C:13]1[S:15][CH:17]=[CH:18][N:14]=1)=[CH:9]2)([O-:3])=[O:2]. The catalyst class is: 6. (5) Reactant: [CH3:1][C@@H:2]([CH2:45][CH3:46])[C@H:3]([N:11]1[CH2:15][CH2:14][N:13]([CH2:16][C:17]2[CH:22]=[CH:21][CH:20]=[C:19]([CH2:23][O:24][C:25]([C:38]3[CH:43]=[CH:42][CH:41]=[CH:40][CH:39]=3)([C:32]3[CH:37]=[CH:36][CH:35]=[CH:34][CH:33]=3)[C:26]3[CH:31]=[CH:30][CH:29]=[CH:28][CH:27]=3)[N:18]=2)[C:12]1=[O:44])[C:4]([O:6]C(C)(C)C)=[O:5].ClCCl. Product: [CH3:1][C@@H:2]([CH2:45][CH3:46])[C@H:3]([N:11]1[CH2:15][CH2:14][N:13]([CH2:16][C:17]2[CH:22]=[CH:21][CH:20]=[C:19]([CH2:23][O:24][C:25]([C:26]3[CH:31]=[CH:30][CH:29]=[CH:28][CH:27]=3)([C:38]3[CH:39]=[CH:40][CH:41]=[CH:42][CH:43]=3)[C:32]3[CH:33]=[CH:34][CH:35]=[CH:36][CH:37]=3)[N:18]=2)[C:12]1=[O:44])[C:4]([OH:6])=[O:5]. The catalyst class is: 55. (6) Reactant: [CH3:1][O:2][C:3]1[CH:4]=[C:5]([O:17][C:18]2[CH:23]=[CH:22][C:21]([S:24]([CH3:27])(=[O:26])=[O:25])=[CH:20][CH:19]=2)[CH:6]=[C:7]2[C:11]=1[NH:10][C:9]([C:12]([O:14]CC)=[O:13])=[CH:8]2.[OH-].[K+]. Product: [CH3:1][O:2][C:3]1[CH:4]=[C:5]([O:17][C:18]2[CH:19]=[CH:20][C:21]([S:24]([CH3:27])(=[O:26])=[O:25])=[CH:22][CH:23]=2)[CH:6]=[C:7]2[C:11]=1[NH:10][C:9]([C:12]([OH:14])=[O:13])=[CH:8]2. The catalyst class is: 193.